Dataset: Peptide-MHC class II binding affinity with 134,281 pairs from IEDB. Task: Regression. Given a peptide amino acid sequence and an MHC pseudo amino acid sequence, predict their binding affinity value. This is MHC class II binding data. (1) The peptide sequence is LVKYEGDTMAEVELR. The MHC is DRB1_1201 with pseudo-sequence DRB1_1201. The binding affinity (normalized) is 0.0921. (2) The peptide sequence is RKLTELNAELSDK. The MHC is HLA-DQA10501-DQB10301 with pseudo-sequence HLA-DQA10501-DQB10301. The binding affinity (normalized) is 0.0492. (3) The peptide sequence is CFNCGKEGHLARNCRAPR. The MHC is DRB5_0101 with pseudo-sequence DRB5_0101. The binding affinity (normalized) is 0.267. (4) The peptide sequence is SQDSELSWNLNGLQAY. The MHC is HLA-DQA10301-DQB10302 with pseudo-sequence HLA-DQA10301-DQB10302. The binding affinity (normalized) is 0.336. (5) The peptide sequence is QWKTANEAVQDPKFW. The MHC is DRB1_0301 with pseudo-sequence DRB1_0301. The binding affinity (normalized) is 0.401. (6) The peptide sequence is GDLYIFESRAICKYA. The binding affinity (normalized) is 0.502. The MHC is HLA-DPA10103-DPB10401 with pseudo-sequence HLA-DPA10103-DPB10401. (7) The peptide sequence is EIYNMVKFRMIAGQE. The MHC is HLA-DQA10401-DQB10402 with pseudo-sequence HLA-DQA10401-DQB10402. The binding affinity (normalized) is 0.378. (8) The peptide sequence is NLADSDDILALSREA. The MHC is DRB1_0101 with pseudo-sequence DRB1_0101. The binding affinity (normalized) is 0.601. (9) The MHC is DRB1_0101 with pseudo-sequence DRB1_0101. The peptide sequence is IRYQTTATKSEHTGR. The binding affinity (normalized) is 0.351.